From a dataset of NCI-60 drug combinations with 297,098 pairs across 59 cell lines. Regression. Given two drug SMILES strings and cell line genomic features, predict the synergy score measuring deviation from expected non-interaction effect. (1) Drug 1: C1CN1P(=S)(N2CC2)N3CC3. Drug 2: C1=CN(C=N1)CC(O)(P(=O)(O)O)P(=O)(O)O. Cell line: LOX IMVI. Synergy scores: CSS=22.9, Synergy_ZIP=-1.29, Synergy_Bliss=3.73, Synergy_Loewe=-3.64, Synergy_HSA=0.288. (2) Drug 1: C1CC(=O)NC(=O)C1N2CC3=C(C2=O)C=CC=C3N. Drug 2: CS(=O)(=O)OCCCCOS(=O)(=O)C. Cell line: A498. Synergy scores: CSS=6.36, Synergy_ZIP=-1.37, Synergy_Bliss=3.07, Synergy_Loewe=3.25, Synergy_HSA=3.28. (3) Drug 1: C1CC(=O)NC(=O)C1N2CC3=C(C2=O)C=CC=C3N. Drug 2: C1CN(P(=O)(OC1)NCCCl)CCCl. Cell line: A498. Synergy scores: CSS=1.24, Synergy_ZIP=-1.44, Synergy_Bliss=-0.452, Synergy_Loewe=-1.56, Synergy_HSA=-1.38.